This data is from Full USPTO retrosynthesis dataset with 1.9M reactions from patents (1976-2016). The task is: Predict the reactants needed to synthesize the given product. (1) Given the product [Si:38]([O:18][CH2:17][C@H:10]1[O:9][C@:8]([C:5]2[CH:6]=[CH:7][C:2]([Cl:1])=[C:3]([CH2:21][C:22]3[CH:27]=[CH:26][C:25]([O:28][C:29]([F:32])([F:30])[F:31])=[CH:24][CH:23]=3)[CH:4]=2)([O:19][CH3:20])[C@H:13]([OH:14])[C@@H:12]([OH:15])[C@@H:11]1[OH:16])([C:41]([CH3:44])([CH3:43])[CH3:42])([CH3:40])[CH3:39], predict the reactants needed to synthesize it. The reactants are: [Cl:1][C:2]1[CH:7]=[CH:6][C:5]([C@@:8]2([O:19][CH3:20])[C@H:13]([OH:14])[C@@H:12]([OH:15])[C@H:11]([OH:16])[C@@H:10]([CH2:17][OH:18])[O:9]2)=[CH:4][C:3]=1[CH2:21][C:22]1[CH:27]=[CH:26][C:25]([O:28][C:29]([F:32])([F:31])[F:30])=[CH:24][CH:23]=1.N1C=CN=C1.[Si:38](Cl)([C:41]([CH3:44])([CH3:43])[CH3:42])([CH3:40])[CH3:39].C(=O)(O)[O-].[Na+]. (2) Given the product [C:9]([C:4]1[CH:3]=[C:18]2[C:17]([C:16]([C:21]([OH:25])=[O:22])=[CH:15][NH:14]2)=[C:6]([CH3:7])[CH:5]=1)#[N:1], predict the reactants needed to synthesize it. The reactants are: [NH:1]1[C:9]2[C:4](=[CH:5][CH:6]=[CH:7]C=2)[CH:3]=C1.C([Cu])#N.C[N:14]1[C:18](=O)[CH2:17][CH2:16][CH2:15]1.C[C:21](=[O:25])[O:22]CC. (3) Given the product [C:1]([C:4]1[C:22](=[O:23])[C@@:8]2([CH3:24])[C:9]3[C:15]([OH:16])=[CH:14][C:13]([O:17][CH3:18])=[C:12]([C:19]([NH:21][CH2:40][C:37]4[C:36]5[C:31](=[CH:32][CH:33]=[CH:34][CH:35]=5)[CH:30]=[CH:29][C:28]=4[CH2:26][CH3:27])=[O:20])[C:10]=3[O:11][C:7]2=[CH:6][C:5]=1[OH:25])(=[O:3])[CH3:2], predict the reactants needed to synthesize it. The reactants are: [C:1]([C:4]1[C:22](=[O:23])[C@@:8]2([CH3:24])[C:9]3[C:15]([OH:16])=[CH:14][C:13]([O:17][CH3:18])=[C:12]([C:19]([NH2:21])=[O:20])[C:10]=3[O:11][C:7]2=[CH:6][C:5]=1[OH:25])(=[O:3])[CH3:2].[CH2:26]([C:28]1[CH:29]=[C:30](C=O)[C:31]2[C:36]([CH:37]=1)=[CH:35][CH:34]=[CH:33][CH:32]=2)[CH3:27].[CH2:40]([SiH](CC)CC)C.FC(F)(F)C(O)=O. (4) Given the product [NH2:20][CH:2]1[CH2:19][CH2:18][C:5]2([CH2:10][CH2:9][N:8]([C:11]([O:13][C:14]([CH3:17])([CH3:16])[CH3:15])=[O:12])[CH2:7][CH2:6]2)[CH2:4][CH2:3]1, predict the reactants needed to synthesize it. The reactants are: O=[C:2]1[CH2:19][CH2:18][C:5]2([CH2:10][CH2:9][N:8]([C:11]([O:13][C:14]([CH3:17])([CH3:16])[CH3:15])=[O:12])[CH2:7][CH2:6]2)[CH2:4][CH2:3]1.[NH3:20].CO.[BH4-].[Na+]. (5) Given the product [CH3:1][O:2][C:3]1[CH:8]=[CH:7][C:6]([C:9]2[CH:10]=[C:11]([C:13]3[CH:18]=[CH:17][C:16]([O:19][CH3:20])=[CH:15][CH:14]=3)[N:33]([CH3:32])[N:34]=2)=[CH:5][CH:4]=1, predict the reactants needed to synthesize it. The reactants are: [CH3:1][O:2][C:3]1[CH:8]=[CH:7][C:6]([C:9](=O)[CH2:10][C:11]([C:13]2[CH:18]=[CH:17][C:16]([O:19][CH3:20])=[CH:15][CH:14]=2)=O)=[CH:5][CH:4]=1.C(=O)([O-])O.[Na+].S(O)(O)(=O)=O.[CH3:32][NH:33][NH2:34]. (6) Given the product [N:1]1([C:6]2[CH:18]=[CH:17][C:9]([C:10]([OH:12])=[O:11])=[C:8]([C:19]([F:20])([F:21])[F:22])[CH:7]=2)[CH:5]=[CH:4][CH:3]=[N:2]1, predict the reactants needed to synthesize it. The reactants are: [N:1]1([C:6]2[CH:18]=[CH:17][C:9]([C:10]([O:12]C(C)(C)C)=[O:11])=[C:8]([C:19]([F:22])([F:21])[F:20])[CH:7]=2)[CH:5]=[CH:4][CH:3]=[N:2]1.FC(F)(F)C(O)=O. (7) Given the product [CH3:1][O:2][C:3]([CH3:8])([CH3:7])[C:4]([N:26]([O:25][CH3:24])[CH3:27])=[O:6], predict the reactants needed to synthesize it. The reactants are: [CH3:1][O:2][C:3]([CH3:8])([CH3:7])[C:4]([OH:6])=O.C1CCC(N=C=NC2CCCCC2)CC1.[CH3:24][O:25][NH:26][CH3:27].